This data is from Cav3 T-type calcium channel HTS with 100,875 compounds. The task is: Binary Classification. Given a drug SMILES string, predict its activity (active/inactive) in a high-throughput screening assay against a specified biological target. (1) The molecule is s1c2nc3n(CC(/N(C3)CC)=N\CC)c(=O)c2c(c1)c1ccccc1. The result is 0 (inactive). (2) The molecule is Clc1ccc(OC(=O)N2CCCCC2)cc1. The result is 0 (inactive). (3) The compound is O1c2n(nc(c2C2(c3c(N(C2=O)CC)cccc3)C(=C1N)C#N)C)c1ccccc1. The result is 0 (inactive). (4) The compound is O1C(CCC1)Cn1c(=O)n(c2c(c1=O)cccc2)CC(=O)c1ccccc1. The result is 0 (inactive). (5) The compound is S(c1[nH]c(N)c(c2ccccc2)c(=O)n1)CC(=O)NCc1occc1. The result is 0 (inactive). (6) The drug is O=C1N(CC(C1)C(=O)NCCCN(Cc1ccccc1)C)CCc1ccc(cc1)C. The result is 0 (inactive). (7) The compound is s1c(C(=O)N2CCN(CC2)C(=O)N2CCOCC2)ccc1. The result is 0 (inactive). (8) The drug is O1C(n2c3ncnc(N)c3nc2)C(O)C(O)C1CO. The result is 0 (inactive).